The task is: Regression. Given two drug SMILES strings and cell line genomic features, predict the synergy score measuring deviation from expected non-interaction effect.. This data is from NCI-60 drug combinations with 297,098 pairs across 59 cell lines. (1) Drug 1: CNC(=O)C1=CC=CC=C1SC2=CC3=C(C=C2)C(=NN3)C=CC4=CC=CC=N4. Drug 2: COCCOC1=C(C=C2C(=C1)C(=NC=N2)NC3=CC=CC(=C3)C#C)OCCOC.Cl. Cell line: CAKI-1. Synergy scores: CSS=36.0, Synergy_ZIP=6.10, Synergy_Bliss=9.49, Synergy_Loewe=10.7, Synergy_HSA=11.6. (2) Drug 1: CC1C(C(=O)NC(C(=O)N2CCCC2C(=O)N(CC(=O)N(C(C(=O)O1)C(C)C)C)C)C(C)C)NC(=O)C3=C4C(=C(C=C3)C)OC5=C(C(=O)C(=C(C5=N4)C(=O)NC6C(OC(=O)C(N(C(=O)CN(C(=O)C7CCCN7C(=O)C(NC6=O)C(C)C)C)C)C(C)C)C)N)C. Drug 2: CS(=O)(=O)OCCCCOS(=O)(=O)C. Cell line: OVCAR-5. Synergy scores: CSS=13.1, Synergy_ZIP=-8.33, Synergy_Bliss=-9.66, Synergy_Loewe=-7.29, Synergy_HSA=-5.56. (3) Drug 1: C1=NC2=C(N1)C(=S)N=CN2. Drug 2: CC1CCCC2(C(O2)CC(NC(=O)CC(C(C(=O)C(C1O)C)(C)C)O)C(=CC3=CSC(=N3)C)C)C. Cell line: CCRF-CEM. Synergy scores: CSS=75.8, Synergy_ZIP=0.0749, Synergy_Bliss=-0.502, Synergy_Loewe=-2.12, Synergy_HSA=0.512. (4) Drug 1: CCN(CC)CCCC(C)NC1=C2C=C(C=CC2=NC3=C1C=CC(=C3)Cl)OC. Drug 2: CCC1(C2=C(COC1=O)C(=O)N3CC4=CC5=C(C=CC(=C5CN(C)C)O)N=C4C3=C2)O.Cl. Cell line: BT-549. Synergy scores: CSS=14.5, Synergy_ZIP=-6.48, Synergy_Bliss=1.29, Synergy_Loewe=-7.34, Synergy_HSA=-1.51. (5) Drug 1: CC1=C(C=C(C=C1)NC(=O)C2=CC=C(C=C2)CN3CCN(CC3)C)NC4=NC=CC(=N4)C5=CN=CC=C5. Drug 2: C1=CC=C(C(=C1)C(C2=CC=C(C=C2)Cl)C(Cl)Cl)Cl. Cell line: CCRF-CEM. Synergy scores: CSS=-3.21, Synergy_ZIP=0.977, Synergy_Bliss=-0.0327, Synergy_Loewe=-1.59, Synergy_HSA=-3.32. (6) Drug 1: C1=CC(=CC=C1CC(C(=O)O)N)N(CCCl)CCCl.Cl. Drug 2: CC1CCC2CC(C(=CC=CC=CC(CC(C(=O)C(C(C(=CC(C(=O)CC(OC(=O)C3CCCCN3C(=O)C(=O)C1(O2)O)C(C)CC4CCC(C(C4)OC)OCCO)C)C)O)OC)C)C)C)OC. Cell line: UO-31. Synergy scores: CSS=19.2, Synergy_ZIP=-2.33, Synergy_Bliss=1.20, Synergy_Loewe=-1.35, Synergy_HSA=2.85. (7) Drug 1: CC1=CC2C(CCC3(C2CCC3(C(=O)C)OC(=O)C)C)C4(C1=CC(=O)CC4)C. Drug 2: C1CC(=O)NC(=O)C1N2C(=O)C3=CC=CC=C3C2=O. Cell line: SNB-75. Synergy scores: CSS=-0.101, Synergy_ZIP=3.07, Synergy_Bliss=5.96, Synergy_Loewe=0.655, Synergy_HSA=0.507. (8) Drug 1: CCC1=CC2CC(C3=C(CN(C2)C1)C4=CC=CC=C4N3)(C5=C(C=C6C(=C5)C78CCN9C7C(C=CC9)(C(C(C8N6C)(C(=O)OC)O)OC(=O)C)CC)OC)C(=O)OC.C(C(C(=O)O)O)(C(=O)O)O. Drug 2: CC(CN1CC(=O)NC(=O)C1)N2CC(=O)NC(=O)C2. Cell line: SNB-19. Synergy scores: CSS=30.9, Synergy_ZIP=1.30, Synergy_Bliss=2.67, Synergy_Loewe=-5.89, Synergy_HSA=4.53. (9) Drug 1: C1=CN(C(=O)N=C1N)C2C(C(C(O2)CO)O)O.Cl. Drug 2: CC(C)NC(=O)C1=CC=C(C=C1)CNNC.Cl. Cell line: MDA-MB-231. Synergy scores: CSS=13.9, Synergy_ZIP=-5.08, Synergy_Bliss=-2.09, Synergy_Loewe=-12.7, Synergy_HSA=-1.68.